From a dataset of Forward reaction prediction with 1.9M reactions from USPTO patents (1976-2016). Predict the product of the given reaction. (1) Given the reactants [Br:1][C:2]1[CH:7]=[CH:6][C:5]([C:8]([CH3:12])([CH3:11])[C:9]#N)=[C:4]([F:13])[CH:3]=1.CC(C[AlH]CC(C)C)C.Cl.C([O-])(O)=[O:25].[Na+], predict the reaction product. The product is: [Br:1][C:2]1[CH:7]=[CH:6][C:5]([C:8]([CH3:12])([CH3:11])[CH:9]=[O:25])=[C:4]([F:13])[CH:3]=1. (2) The product is: [CH3:1][C:2]1[S:11][C:10]2[NH:9][C:8]3[CH:12]=[CH:13][CH:14]=[CH:15][C:7]=3[N:6]=[C:5]([N:16]3[CH2:21][CH2:20][N:19]([CH3:32])[C@@H:18]([CH2:22][CH2:23][C:24]4[CH:25]=[N:26][CH:27]=[CH:28][CH:29]=4)[CH2:17]3)[C:4]=2[CH:3]=1. Given the reactants [CH3:1][C:2]1[S:11][C:10]2[NH:9][C:8]3[CH:12]=[CH:13][CH:14]=[CH:15][C:7]=3[N:6]=[C:5]([N:16]3[CH2:21][CH2:20][NH:19][C@@H:18]([CH2:22][CH2:23][C:24]4[CH:25]=[N:26][CH:27]=[CH:28][CH:29]=4)[CH2:17]3)[C:4]=2[CH:3]=1.C=O.[CH2:32](Cl)Cl.C(O[BH-](OC(=O)C)OC(=O)C)(=O)C.[Na+], predict the reaction product. (3) Given the reactants Br[C:2]1[N:3]=[C:4]([O:9][CH3:10])[C:5]([NH2:8])=[N:6][CH:7]=1.[F-].[Cs+].[C:13]1(B(O)O)[CH:18]=[CH:17][CH:16]=[CH:15][CH:14]=1, predict the reaction product. The product is: [CH3:10][O:9][C:4]1[C:5]([NH2:8])=[N:6][CH:7]=[C:2]([C:13]2[CH:18]=[CH:17][CH:16]=[CH:15][CH:14]=2)[N:3]=1. (4) Given the reactants [O:1]=[C:2]([C@@:18]1([OH:59])[CH2:35][C@H:34]([O:36][C@@H:37]2[O:51][C@@H:50]([CH3:52])[C@H:40]3[O:41][C@H:42]4[N:47]([C@H:39]3[CH2:38]2)[CH2:46][CH2:45][O:44][C@@H:43]4[O:48][CH3:49])[C:33]2[C:20](=[C:21]([OH:58])[C:22]3[C:23](=[O:57])[C:24]4[C:29]([C:30](=[O:54])[C:31]=3[C:32]=2[OH:53])=[C:28]([O:55][CH3:56])[CH:27]=[CH:26][CH:25]=4)[CH2:19]1)[CH2:3][O:4][C:5]1([O:11][CH2:12][C:13]([O:15]CC)=[O:14])[CH2:10][CH2:9][CH2:8][CH2:7][CH2:6]1.[OH-].[Na+], predict the reaction product. The product is: [O:1]=[C:2]([C@@:18]1([OH:59])[CH2:35][C@H:34]([O:36][C@@H:37]2[O:51][C@@H:50]([CH3:52])[C@H:40]3[O:41][C@H:42]4[N:47]([C@H:39]3[CH2:38]2)[CH2:46][CH2:45][O:44][C@@H:43]4[O:48][CH3:49])[C:33]2[C:20](=[C:21]([OH:58])[C:22]3[C:23](=[O:57])[C:24]4[C:29]([C:30](=[O:54])[C:31]=3[C:32]=2[OH:53])=[C:28]([O:55][CH3:56])[CH:27]=[CH:26][CH:25]=4)[CH2:19]1)[CH2:3][O:4][C:5]1([O:11][CH2:12][C:13]([OH:15])=[O:14])[CH2:10][CH2:9][CH2:8][CH2:7][CH2:6]1. (5) The product is: [CH3:31][O:30][C:27]1[CH:28]=[CH:29][C:24]([CH:23]=[CH:1][C:2]2[N:3]=[C:4]([N:17]3[CH2:18][CH2:19][O:20][CH2:21][CH2:22]3)[C:5]([N+:14]([O-:16])=[O:15])=[C:6]([N:8]3[CH2:9][CH2:10][O:11][CH2:12][CH2:13]3)[N:7]=2)=[CH:25][CH:26]=1. Given the reactants [CH3:1][C:2]1[N:7]=[C:6]([N:8]2[CH2:13][CH2:12][O:11][CH2:10][CH2:9]2)[C:5]([N+:14]([O-:16])=[O:15])=[C:4]([N:17]2[CH2:22][CH2:21][O:20][CH2:19][CH2:18]2)[N:3]=1.[CH:23](=O)[C:24]1[CH:29]=[CH:28][C:27]([O:30][CH3:31])=[CH:26][CH:25]=1.O, predict the reaction product. (6) Given the reactants [F:1][C:2]1[CH:7]=[CH:6][CH:5]=[CH:4][C:3]=1[C:8]1[CH:13]=[CH:12][CH:11]=[CH:10][C:9]=1[CH2:14][C:15]([OH:17])=O.C[N:19](C=O)C.C(Cl)(=O)C(Cl)=O.N, predict the reaction product. The product is: [F:1][C:2]1[CH:7]=[CH:6][CH:5]=[CH:4][C:3]=1[C:8]1[CH:13]=[CH:12][CH:11]=[CH:10][C:9]=1[CH2:14][C:15]([NH2:19])=[O:17]. (7) Given the reactants C([O:3][C:4]([C:6]1[C:7]([N:28]2[CH2:33][CH2:32][CH2:31][CH2:30][CH2:29]2)=[N:8][C:9]2[C:14]([C:15]=1[CH2:16][C:17]1[CH:22]=[CH:21][CH:20]=[CH:19][C:18]=1[C:23]([F:26])([F:25])[F:24])=[CH:13][C:12]([Cl:27])=[CH:11][CH:10]=2)=[O:5])C.[OH-].[Na+], predict the reaction product. The product is: [Cl:27][C:12]1[CH:13]=[C:14]2[C:9](=[CH:10][CH:11]=1)[N:8]=[C:7]([N:28]1[CH2:33][CH2:32][CH2:31][CH2:30][CH2:29]1)[C:6]([C:4]([OH:5])=[O:3])=[C:15]2[CH2:16][C:17]1[CH:22]=[CH:21][CH:20]=[CH:19][C:18]=1[C:23]([F:26])([F:24])[F:25].